This data is from Forward reaction prediction with 1.9M reactions from USPTO patents (1976-2016). The task is: Predict the product of the given reaction. (1) Given the reactants OC(C(F)(F)F)=O.[C:8]([O:12][C:13]([N:15]([CH2:21][C:22]([O:24][CH2:25][CH3:26])=[O:23])[CH:16]([CH3:20])[C:17]([OH:19])=O)=[O:14])([CH3:11])([CH3:10])[CH3:9].CCN=C=NCCCN(C)C.Cl.C1C=CC2N(O)N=NC=2C=1.[CH2:49]([O:51][C:52](=[O:70])[CH2:53][C@H:54]([NH2:69])[CH2:55][C:56]1[CH:61]=[CH:60][C:59]([C:62]2[CH:67]=[CH:66][CH:65]=[C:64]([Cl:68])[CH:63]=2)=[CH:58][CH:57]=1)[CH3:50], predict the reaction product. The product is: [CH2:49]([O:51][C:52](=[O:70])[CH2:53][C@H:54]([NH:69][C:17](=[O:19])[CH:16]([N:15]([C:13]([O:12][C:8]([CH3:9])([CH3:10])[CH3:11])=[O:14])[CH2:21][C:22]([O:24][CH2:25][CH3:26])=[O:23])[CH3:20])[CH2:55][C:56]1[CH:61]=[CH:60][C:59]([C:62]2[CH:67]=[CH:66][CH:65]=[C:64]([Cl:68])[CH:63]=2)=[CH:58][CH:57]=1)[CH3:50]. (2) Given the reactants [CH:1]([C:3]1[CH:4]=[C:5](CC(OC)=O)[CH:6]=[CH:7][CH:8]=1)=O.[CH3:14][C:15](=[N:19]O)[C:16](=[O:18])[CH3:17].[ClH:21].[C:22]([O:25][CH2:26][CH3:27])(=[O:24])[CH3:23], predict the reaction product. The product is: [Cl:21][CH2:14][C:15]1[N:19]=[C:1]([C:3]2[CH:4]=[C:5]([CH2:23][C:22]([O:25][CH2:26][CH3:27])=[O:24])[CH:6]=[CH:7][CH:8]=2)[O:18][C:16]=1[CH3:17]. (3) The product is: [Cl:1][C:2]1[CH:3]=[CH:4][C:5]2[N:11]3[C:12]([C:15]([F:18])([F:17])[F:16])=[N:13][N:14]=[C:10]3[C@@H:9]([CH2:19][C:20]([OH:22])=[O:21])[O:8][C@H:7]([C:25]3[CH:30]=[CH:29][CH:28]=[C:27]([O:31][CH3:32])[C:26]=3[O:33][CH2:34][CH3:35])[C:6]=2[CH:36]=1. Given the reactants [Cl:1][C:2]1[CH:3]=[CH:4][C:5]2[N:11]3[C:12]([C:15]([F:18])([F:17])[F:16])=[N:13][N:14]=[C:10]3[C@@H:9]([CH2:19][C:20]([O:22]CC)=[O:21])[O:8][C@H:7]([C:25]3[CH:30]=[CH:29][CH:28]=[C:27]([O:31][CH3:32])[C:26]=3[O:33][CH2:34][CH3:35])[C:6]=2[CH:36]=1.Cl, predict the reaction product. (4) Given the reactants [CH3:1][N:2]1[CH2:7][CH2:6][N:5]([CH2:8][C:9]2[CH:17]=[CH:16][C:12]([C:13]([OH:15])=O)=[CH:11][C:10]=2[C:18]([F:21])([F:20])[F:19])[CH2:4][CH2:3]1.[I:22][C:23]1[CH:24]=[C:25]([CH:27]=[CH:28][C:29]=1[CH3:30])[NH2:26].Cl.CN(C)CCCN=C=NCC.O.ON1C2C=CC=CC=2N=N1, predict the reaction product. The product is: [I:22][C:23]1[CH:24]=[C:25]([NH:26][C:13](=[O:15])[C:12]2[CH:16]=[CH:17][C:9]([CH2:8][N:5]3[CH2:6][CH2:7][N:2]([CH3:1])[CH2:3][CH2:4]3)=[C:10]([C:18]([F:21])([F:20])[F:19])[CH:11]=2)[CH:27]=[CH:28][C:29]=1[CH3:30].